This data is from Full USPTO retrosynthesis dataset with 1.9M reactions from patents (1976-2016). The task is: Predict the reactants needed to synthesize the given product. (1) Given the product [Br:12][CH2:9][C@H:6]1[CH2:7][CH2:8][C@H:3]([CH2:1][CH3:2])[CH2:4][CH2:5]1, predict the reactants needed to synthesize it. The reactants are: [CH2:1]([C@H:3]1[CH2:8][CH2:7][C@H:6]([CH2:9]O)[CH2:5][CH2:4]1)[CH3:2].C(Br)(Br)(Br)[Br:12].C1(P(C2C=CC=CC=2)C2C=CC=CC=2)C=CC=CC=1. (2) Given the product [CH:31]1([C:34]2[O:35][C:36]3[C:37](=[C:39]([C:51]#[N:52])[C:40]([CH3:50])=[C:41]([C:44]4[CH:45]=[CH:46][CH:47]=[CH:48][CH:49]=4)[C:10]=3[N:6]3[CH2:7][CH2:8][CH2:9][C@H:5]3[CH2:4][N:2]([CH3:1])[CH3:3])[N:38]=2)[CH2:33][CH2:32]1, predict the reactants needed to synthesize it. The reactants are: [CH3:1][N:2]([CH2:4][C@@H:5]1[CH2:9][CH2:8][CH2:7][N:6]1[C:10](OC(C)(C)C)=O)[CH3:3].FC(F)(F)C(O)=O.C(N(CC)CC)C.[CH:31]1([C:34]2[O:35][C:36]3[C:37](=[C:39]([C:51]#[N:52])[C:40]([CH3:50])=[C:41]([C:44]4[CH:49]=[CH:48][CH:47]=[CH:46][CH:45]=4)C=3F)[N:38]=2)[CH2:33][CH2:32]1.